The task is: Regression/Classification. Given a drug SMILES string, predict its absorption, distribution, metabolism, or excretion properties. Task type varies by dataset: regression for continuous measurements (e.g., permeability, clearance, half-life) or binary classification for categorical outcomes (e.g., BBB penetration, CYP inhibition). For this dataset (clearance_microsome_az), we predict log10(clearance) (log10 of the in vitro intrinsic clearance, CLint, in uL/min per mg of human liver microsomal protein, equivalently mL/min/g; values are censored to the assay range of 3 to 150, which is 0.477 to 2.18 on this log10 scale).. This data is from Microsomal clearance measurements from AstraZeneca. The compound is O=C1NC(=O)/C(=C/c2ccc3c(c2)OC(F)(F)O3)S1. The log10(clearance) is 1.29.